From a dataset of CYP1A2 inhibition data for predicting drug metabolism from PubChem BioAssay. Regression/Classification. Given a drug SMILES string, predict its absorption, distribution, metabolism, or excretion properties. Task type varies by dataset: regression for continuous measurements (e.g., permeability, clearance, half-life) or binary classification for categorical outcomes (e.g., BBB penetration, CYP inhibition). Dataset: cyp1a2_veith. (1) The molecule is CCOC(=O)C1CN(S(=O)(=O)c2cccc(C(F)(F)F)c2)c2cc(CC(=O)OC)ccc2O1. The result is 0 (non-inhibitor). (2) The molecule is COc1ccc(OCC(O)COc2ccc(C(=O)O)cc2)cc1. The result is 0 (non-inhibitor). (3) The molecule is C[C@H]1CC[C@@]2(NC1)O[C@@H]1C[C@H]3[C@@H]4CC[C@@H]5C[C@@H](O)CC[C@@]5(C)[C@@H]4CC[C@]3(C)[C@@H]1[C@@H]2C. The result is 0 (non-inhibitor). (4) The compound is COc1cccc(C(=O)n2c(SC)nc3cc4c(cc32)OCCO4)c1. The result is 1 (inhibitor).